From a dataset of Catalyst prediction with 721,799 reactions and 888 catalyst types from USPTO. Predict which catalyst facilitates the given reaction. (1) Reactant: [F:1][C:2]1[CH:3]=[C:4]2[C:8](=[CH:9][CH:10]=1)[NH:7][N:6]=[C:5]2[C:11](OC)=[O:12].[H-].C([Al+]CC(C)C)C(C)C.C1(C)C=CC=CC=1.S([O-])([O-])(=O)=O.[Na+].[Na+]. Product: [F:1][C:2]1[CH:3]=[C:4]2[C:8](=[CH:9][CH:10]=1)[NH:7][N:6]=[C:5]2[CH2:11][OH:12]. The catalyst class is: 1. (2) Reactant: [H-].[Na+].[F:3][C:4]1[CH:5]=[C:6]2[C:10](=[CH:11][CH:12]=1)[NH:9][CH:8]=[CH:7]2.[Si:13](Cl)([C:16]([CH3:19])([CH3:18])[CH3:17])([CH3:15])[CH3:14].O. Product: [Si:13]([N:9]1[C:10]2[C:6](=[CH:5][C:4]([F:3])=[CH:12][CH:11]=2)[CH:7]=[CH:8]1)([C:16]([CH3:19])([CH3:18])[CH3:17])([CH3:15])[CH3:14]. The catalyst class is: 3. (3) Reactant: [F:1][C:2]([F:14])([F:13])[C:3]1[CH:8]=[CH:7][CH:6]=[CH:5][C:4]=1[S:9]([Cl:12])(=[O:11])=[O:10].[N:15]1C=CC=CC=1.[NH2:21][C:22]1[CH:23]=[C:24]([N:31]2[CH2:36][CH2:35][CH:34](NC(=O)OC(C)(C)C)[CH2:33][CH2:32]2)[C:25]2[O:29][CH:28]=[CH:27][C:26]=2[CH:30]=1. Product: [ClH:12].[NH2:15][CH:36]1[CH2:35][CH2:34][CH2:33][CH2:32][N:31]1[C:24]1[C:25]2[O:29][CH:28]=[CH:27][C:26]=2[CH:30]=[C:22]([NH:21][S:9]([C:4]2[CH:5]=[CH:6][CH:7]=[CH:8][C:3]=2[C:2]([F:14])([F:13])[F:1])(=[O:11])=[O:10])[CH:23]=1. The catalyst class is: 2. (4) Reactant: [CH2:1]([O:8][CH2:9][C@H:10]([C@H:12]1[O:16][C:15](=[O:17])[C@H:14]([CH2:18][CH3:19])[CH2:13]1)[OH:11])[C:2]1[CH:7]=[CH:6][CH:5]=[CH:4][CH:3]=1.C(N(CC)CC)C.[CH3:27][S:28](Cl)(=[O:30])=[O:29].O. Product: [CH2:1]([O:8][CH2:9][C@@H:10]([O:11][S:28]([CH3:27])(=[O:30])=[O:29])[C@@H:12]1[CH2:13][C@@H:14]([CH2:18][CH3:19])[C:15](=[O:17])[O:16]1)[C:2]1[CH:3]=[CH:4][CH:5]=[CH:6][CH:7]=1. The catalyst class is: 2. (5) Reactant: [NH:1](C(OC(C)(C)C)=O)[C@H:2]([C:19]([O:21][CH2:22][C:23]1[CH:28]=[CH:27][CH:26]=[CH:25][CH:24]=1)=[O:20])[CH2:3][CH2:4][CH2:5][CH2:6][NH:7][C:8]([O:10][CH2:11][C:12]1[CH:18]=[CH:17][CH:16]=[CH:15][C:13]=1[Cl:14])=[O:9].C(Cl)(Cl)Cl.CO. Product: [NH2:1][C@H:2]([C:19]([O:21][CH2:22][C:23]1[CH:28]=[CH:27][CH:26]=[CH:25][CH:24]=1)=[O:20])[CH2:3][CH2:4][CH2:5][CH2:6][NH:7][C:8]([O:10][CH2:11][C:12]1[CH:18]=[CH:17][CH:16]=[CH:15][C:13]=1[Cl:14])=[O:9]. The catalyst class is: 601.